This data is from Forward reaction prediction with 1.9M reactions from USPTO patents (1976-2016). The task is: Predict the product of the given reaction. (1) Given the reactants [C:1]([C:3]1[N:8]=[C:7]([C:9]([N:11]2[CH2:16][CH2:15][CH:14]([N:17]3[CH2:21][CH2:20][CH2:19][CH2:18]3)[CH2:13][CH2:12]2)=[O:10])[C:6]([CH3:22])=[CH:5][C:4]=1[C:23]1[CH:28]=[CH:27][CH:26]=[C:25]([C:29]([F:32])([F:31])[F:30])[CH:24]=1)#[CH:2].[N:33]([CH2:36][C:37]1[CH:42]=[CH:41][C:40]([O:43][CH3:44])=[CH:39][CH:38]=1)=[N+:34]=[N-:35].[Na].O=C1O[C@H]([C@H](CO)O)C([O-])=C1O, predict the reaction product. The product is: [CH3:44][O:43][C:40]1[CH:39]=[CH:38][C:37]([CH2:36][N:33]2[CH:2]=[C:1]([C:3]3[N:8]=[C:7]([C:9]([N:11]4[CH2:16][CH2:15][CH:14]([N:17]5[CH2:21][CH2:20][CH2:19][CH2:18]5)[CH2:13][CH2:12]4)=[O:10])[C:6]([CH3:22])=[CH:5][C:4]=3[C:23]3[CH:28]=[CH:27][CH:26]=[C:25]([C:29]([F:31])([F:32])[F:30])[CH:24]=3)[N:35]=[N:34]2)=[CH:42][CH:41]=1. (2) The product is: [O:5]=[C:6]1[NH:10][C:9](=[O:11])[CH:8]([CH2:12][C:13]2[CH:23]=[CH:22][C:16]([O:17][CH2:18][C:19]([Cl:3])=[O:20])=[CH:15][CH:14]=2)[S:7]1. Given the reactants S(Cl)([Cl:3])=O.[O:5]=[C:6]1[NH:10][C:9](=[O:11])[CH:8]([CH2:12][C:13]2[CH:23]=[CH:22][C:16]([O:17][CH2:18][C:19](O)=[O:20])=[CH:15][CH:14]=2)[S:7]1, predict the reaction product.